This data is from Catalyst prediction with 721,799 reactions and 888 catalyst types from USPTO. The task is: Predict which catalyst facilitates the given reaction. (1) Reactant: C(OC([N:8]1[CH2:11][CH:10]([NH:12][C:13](=[O:28])[CH2:14][NH:15][C:16](=[O:27])[C:17]2[CH:22]=[CH:21][CH:20]=[C:19]([C:23]([F:26])([F:25])[F:24])[CH:18]=2)[CH2:9]1)=O)(C)(C)C.[OH:29][S:30]([OH:33])(=[O:32])=[O:31].C([O-])(O)=O.[Na+]. Product: [S:30]([OH:33])([OH:32])(=[O:31])=[O:29].[NH:8]1[CH2:11][CH:10]([NH:12][C:13]([CH2:14][NH:15][C:16](=[O:27])[C:17]2[CH:22]=[CH:21][CH:20]=[C:19]([C:23]([F:26])([F:24])[F:25])[CH:18]=2)=[O:28])[CH2:9]1. The catalyst class is: 5. (2) Product: [C:1]([N:4]1[CH2:9][CH2:8][C:7]2([NH:23][C:24]3[CH:28]=[C:27]([C:29]4[CH:34]=[CH:33][N:32]=[CH:31][CH:30]=4)[S:26][C:25]=3[C:35](=[O:36])[NH:37]2)[CH2:6][CH2:5]1)(=[O:3])[CH3:2]. The catalyst class is: 15. Reactant: [C:1]([N:4]1[CH2:9][CH2:8][C:7](=O)[CH2:6][CH2:5]1)(=[O:3])[CH3:2].O.C1(C)C=CC(S(O)(=O)=O)=CC=1.[NH2:23][C:24]1[CH:28]=[C:27]([C:29]2[CH:34]=[CH:33][N:32]=[CH:31][CH:30]=2)[S:26][C:25]=1[C:35]([NH2:37])=[O:36]. (3) Reactant: [N+:1]([C:4]1[O:8][C:7]([C:9](Cl)=[O:10])=[CH:6][CH:5]=1)([O-:3])=[O:2].[F:12][C:13]1[CH:18]=[CH:17][C:16]([N:19]2[CH2:24][CH2:23][NH:22][CH2:21][CH2:20]2)=[CH:15][CH:14]=1. The catalyst class is: 624. Product: [F:12][C:13]1[CH:14]=[CH:15][C:16]([N:19]2[CH2:24][CH2:23][N:22]([C:9]([C:7]3[O:8][C:4]([N+:1]([O-:3])=[O:2])=[CH:5][CH:6]=3)=[O:10])[CH2:21][CH2:20]2)=[CH:17][CH:18]=1. (4) Product: [C:15]([O:19][C:20]([N:22]1[CH2:27][CH2:26][CH:25]([NH:8][C:6]2[CH:7]=[C:2]([Cl:1])[CH:3]=[CH:4][C:5]=2[CH2:9][CH:10]([O:13][CH3:14])[O:11][CH3:12])[CH2:24][CH2:23]1)=[O:21])([CH3:18])([CH3:16])[CH3:17]. The catalyst class is: 15. Reactant: [Cl:1][C:2]1[CH:3]=[CH:4][C:5]([CH2:9][CH:10]([O:13][CH3:14])[O:11][CH3:12])=[C:6]([NH2:8])[CH:7]=1.[C:15]([O:19][C:20]([N:22]1[CH2:27][CH2:26][C:25](=O)[CH2:24][CH2:23]1)=[O:21])([CH3:18])([CH3:17])[CH3:16].C(O[BH-](OC(=O)C)OC(=O)C)(=O)C.[Na+].